Task: Predict hERG channel inhibition at various concentrations.. Dataset: hERG Central: cardiac toxicity at 1µM, 10µM, and general inhibition (1) The compound is CCOc1cc(/C=N/n2cnnc2)ccc1OS(=O)(=O)c1ccccc1. Results: hERG_inhib (hERG inhibition (general)): blocker. (2) The compound is COc1ccc(C(=O)c2coc3ccc(O)c(CN4CCCCC4)c23)cc1. Results: hERG_inhib (hERG inhibition (general)): blocker. (3) The molecule is CC1CN(Cc2cn(C)nc2-c2ccc(Oc3ccccc3)cc2)CCN1C. Results: hERG_inhib (hERG inhibition (general)): blocker. (4) The drug is Cc1ccc(CNC(=O)c2ccccc2NC(=O)CN2CCN(C)CC2)cc1. Results: hERG_inhib (hERG inhibition (general)): blocker. (5) The drug is Cc1ccn2c(CNCC3OCCc4ccccc43)c(C(=O)N3CCCCCC3)nc2c1. Results: hERG_inhib (hERG inhibition (general)): blocker.